From a dataset of Reaction yield outcomes from USPTO patents with 853,638 reactions. Predict the reaction yield, written as a fraction of the theoretical maximum amount of product (1.0 means a 100% yield; for example, 0.34 means a 34% yield). (1) The reactants are [CH:1]1([N:7]([CH:18]2[CH2:23][CH2:22][CH2:21][CH2:20][CH2:19]2)[C:8]([NH:10][C:11]2[S:12][C:13]([CH:16]=O)=[CH:14][N:15]=2)=[O:9])[CH2:6][CH2:5][CH2:4][CH2:3][CH2:2]1.Cl.[NH:25]1[CH2:29][CH2:28][CH:27]([NH:30][S:31]([CH2:34][CH3:35])(=[O:33])=[O:32])[CH2:26]1.C(O[BH-](OC(=O)C)OC(=O)C)(=O)C.[Na+]. No catalyst specified. The product is [CH:1]1([N:7]([CH:18]2[CH2:23][CH2:22][CH2:21][CH2:20][CH2:19]2)[C:8](=[O:9])[NH:10][C:11]2[S:12][C:13]([CH2:16][N:25]3[CH2:29][CH2:28][CH:27]([NH:30][S:31]([CH2:34][CH3:35])(=[O:33])=[O:32])[CH2:26]3)=[CH:14][N:15]=2)[CH2:6][CH2:5][CH2:4][CH2:3][CH2:2]1. The yield is 0.470. (2) The reactants are [CH3:1][N:2]1[CH:6]=[N:5][N:4]=[N:3]1.C([Mg]Cl)(C)C.CON(C)[C:15](=[O:24])[C:16]1[CH:21]=[CH:20][CH:19]=[C:18]([S:22][CH3:23])[CH:17]=1.Cl. The catalyst is C1COCC1. The product is [CH3:23][S:22][C:18]1[CH:17]=[C:16]([C:15]([C:6]2[N:2]([CH3:1])[N:3]=[N:4][N:5]=2)=[O:24])[CH:21]=[CH:20][CH:19]=1. The yield is 0.430. (3) The reactants are [CH3:1]/[C:2](=[CH:6]\[C:7]1[CH:12]=[CH:11][CH:10]=[CH:9][CH:8]=1)/[C:3]([OH:5])=O.C(Cl)(=O)C(Cl)=O.[N:19]([CH2:22][CH2:23][NH2:24])=[N+:20]=[N-:21].C(N(CC)CC)C. The catalyst is ClCCl. The product is [N:19]([CH2:22][CH2:23][NH:24][C:3](=[O:5])/[C:2](/[CH3:1])=[CH:6]/[C:7]1[CH:12]=[CH:11][CH:10]=[CH:9][CH:8]=1)=[N+:20]=[N-:21]. The yield is 0.960. (4) The reactants are [Cl-].O[NH3+:3].[C:4](=[O:7])([O-])[OH:5].[Na+].CS(C)=O.[CH2:13]([CH:15]([O:20][C@H:21]1[CH2:26][CH2:25][C@H:24]([N:27]2[C:32](=[O:33])[C:31]([CH2:34][C:35]3[CH:40]=[CH:39][C:38]([C:41]4[C:42]([C:47]#[N:48])=[CH:43][CH:44]=[CH:45][CH:46]=4)=[CH:37][C:36]=3[F:49])=[C:30]([CH2:50][CH2:51][CH3:52])[N:29]3[N:53]=[CH:54][N:55]=[C:28]23)[CH2:23][CH2:22]1)[C:16]([OH:19])([CH3:18])[CH3:17])[CH3:14]. The catalyst is O.C(OCC)(=O)C. The product is [CH2:13]([CH:15]([O:20][C@H:21]1[CH2:26][CH2:25][C@H:24]([N:27]2[C:32](=[O:33])[C:31]([CH2:34][C:35]3[CH:40]=[CH:39][C:38]([C:41]4[CH:46]=[CH:45][CH:44]=[CH:43][C:42]=4[C:47]4[NH:3][C:4](=[O:7])[O:5][N:48]=4)=[CH:37][C:36]=3[F:49])=[C:30]([CH2:50][CH2:51][CH3:52])[N:29]3[N:53]=[CH:54][N:55]=[C:28]23)[CH2:23][CH2:22]1)[C:16]([OH:19])([CH3:17])[CH3:18])[CH3:14]. The yield is 0.730. (5) The reactants are Br[C:2]1[CH:7]=[CH:6][C:5]([O:8][C:9]([F:12])([F:11])[F:10])=[CH:4][CH:3]=1.[O:13]1[C:17]2([CH2:22][CH2:21][NH:20][CH2:19][CH2:18]2)[O:16][CH2:15][CH2:14]1.CC(C)([O-])C.[Na+].C(OCC)(=O)C. The product is [F:10][C:9]([F:12])([F:11])[O:8][C:5]1[CH:6]=[CH:7][C:2]([N:20]2[CH2:21][CH2:22][C:17]3([O:16][CH2:15][CH2:14][O:13]3)[CH2:18][CH2:19]2)=[CH:3][CH:4]=1. The catalyst is C1(C)C=CC=CC=1.C([O-])(=O)C.[Pd+2].C([O-])(=O)C.C1C=CC(P(C2C=CC3C(=CC=CC=3)C=2C2C3C(=CC=CC=3)C=CC=2P(C2C=CC=CC=2)C2C=CC=CC=2)C2C=CC=CC=2)=CC=1. The yield is 0.830. (6) The reactants are CS([O:5][CH2:6][CH:7]1[CH2:12][CH2:11][N:10]([C:13]([O:15][C:16]([CH3:19])([CH3:18])[CH3:17])=[O:14])[CH2:9][CH2:8]1)(=O)=O.[Br:20][C:21]1[CH:26]=[CH:25][C:24](O)=[CH:23][CH:22]=1.C([O-])([O-])=O.[K+].[K+].O. The catalyst is CN(C=O)C. The product is [Br:20][C:21]1[CH:26]=[CH:25][C:24]([O:5][CH2:6][CH:7]2[CH2:12][CH2:11][N:10]([C:13]([O:15][C:16]([CH3:19])([CH3:18])[CH3:17])=[O:14])[CH2:9][CH2:8]2)=[CH:23][CH:22]=1. The yield is 0.660.